Dataset: NCI-60 drug combinations with 297,098 pairs across 59 cell lines. Task: Regression. Given two drug SMILES strings and cell line genomic features, predict the synergy score measuring deviation from expected non-interaction effect. (1) Drug 1: C1=NC2=C(N1)C(=S)N=C(N2)N. Drug 2: CCC1(CC2CC(C3=C(CCN(C2)C1)C4=CC=CC=C4N3)(C5=C(C=C6C(=C5)C78CCN9C7C(C=CC9)(C(C(C8N6C)(C(=O)OC)O)OC(=O)C)CC)OC)C(=O)OC)O.OS(=O)(=O)O. Cell line: SN12C. Synergy scores: CSS=31.8, Synergy_ZIP=-12.5, Synergy_Bliss=-6.72, Synergy_Loewe=-4.39, Synergy_HSA=-3.06. (2) Drug 1: C(=O)(N)NO. Drug 2: COC1=C2C(=CC3=C1OC=C3)C=CC(=O)O2. Cell line: LOX IMVI. Synergy scores: CSS=-4.29, Synergy_ZIP=10.4, Synergy_Bliss=10.6, Synergy_Loewe=5.21, Synergy_HSA=0.449. (3) Drug 1: CCN(CC)CCNC(=O)C1=C(NC(=C1C)C=C2C3=C(C=CC(=C3)F)NC2=O)C. Drug 2: CC12CCC3C(C1CCC2OP(=O)(O)O)CCC4=C3C=CC(=C4)OC(=O)N(CCCl)CCCl.[Na+]. Cell line: SF-295. Synergy scores: CSS=-3.18, Synergy_ZIP=0.470, Synergy_Bliss=-2.85, Synergy_Loewe=-5.73, Synergy_HSA=-5.91.